This data is from Peptide-MHC class I binding affinity with 185,985 pairs from IEDB/IMGT. The task is: Regression. Given a peptide amino acid sequence and an MHC pseudo amino acid sequence, predict their binding affinity value. This is MHC class I binding data. (1) The peptide sequence is RGYVFQGL. The MHC is HLA-B57:01 with pseudo-sequence HLA-B57:01. The binding affinity (normalized) is 0. (2) The peptide sequence is AMGKPVPYCY. The MHC is HLA-A24:02 with pseudo-sequence HLA-A24:02. The binding affinity (normalized) is 0. (3) The peptide sequence is TTAEPLSMY. The MHC is Mamu-A01 with pseudo-sequence Mamu-A01. The binding affinity (normalized) is 0.378. (4) The peptide sequence is SLLQNDQPI. The MHC is H-2-Db with pseudo-sequence H-2-Db. The binding affinity (normalized) is 0.740. (5) The peptide sequence is EIIFYHPTF. The MHC is HLA-B46:01 with pseudo-sequence HLA-B46:01. The binding affinity (normalized) is 0.0847. (6) The peptide sequence is TVSPSAPTY. The binding affinity (normalized) is 1.00. The MHC is HLA-B35:01 with pseudo-sequence HLA-B35:01. (7) The peptide sequence is EARGKEKLL. The MHC is HLA-B08:02 with pseudo-sequence HLA-B08:02. The binding affinity (normalized) is 0.0847. (8) The peptide sequence is WILTHTLYR. The MHC is HLA-B18:01 with pseudo-sequence HLA-B18:01. The binding affinity (normalized) is 0.0847. (9) The peptide sequence is STIPPSRDML. The MHC is Mamu-A02 with pseudo-sequence Mamu-A02. The binding affinity (normalized) is 0.529.